From a dataset of Forward reaction prediction with 1.9M reactions from USPTO patents (1976-2016). Predict the product of the given reaction. (1) Given the reactants Cl[C:2]1[CH:11]=[CH:10][C:5]([C:6]([O:8][CH3:9])=[O:7])=[CH:4][C:3]=1[N+:12]([O-:14])=[O:13].CN(C=O)C.[F:20][C:21]1[CH:26]=[CH:25][C:24]([O:27][CH3:28])=[CH:23][C:22]=1B(O)O.C(=O)([O-])[O-].[K+].[K+], predict the reaction product. The product is: [F:20][C:21]1[CH:26]=[CH:25][C:24]([O:27][CH3:28])=[CH:23][C:22]=1[C:2]1[CH:11]=[CH:10][C:5]([C:6]([O:8][CH3:9])=[O:7])=[CH:4][C:3]=1[N+:12]([O-:14])=[O:13]. (2) Given the reactants [CH3:1][O:2][C:3]([C:5]1[N:13]=[C:12]2[C:8]([N:9]=[CH:10][NH:11]2)=[C:7]([NH:14][C@H:15]([CH2:23][OH:24])[CH2:16][C:17]2[CH:22]=[CH:21][CH:20]=[CH:19][CH:18]=2)[N:6]=1)=[O:4].[H-].[Na+].[OH:27][C@@H:28]1[CH2:32][CH2:31][C@H:30](OC(=O)C)[CH2:29]1.C1(P(C2C=CC=CC=2)C2C=CC=CC=2)C=CC=CC=1, predict the reaction product. The product is: [CH3:1][O:2][C:3]([C:5]1[N:13]=[C:12]2[C:8]([N:9]=[CH:10][N:11]2[C@@H:31]2[CH2:32][C@H:28]([OH:27])[CH:29]=[CH:30]2)=[C:7]([NH:14][C@H:15]([CH2:23][OH:24])[CH2:16][C:17]2[CH:22]=[CH:21][CH:20]=[CH:19][CH:18]=2)[N:6]=1)=[O:4]. (3) The product is: [CH:7]1[C:8]2[CH:9]=[CH:10][CH:11]=[C:2]([C:12]#[N:13])[C:3]=2[CH:4]=[CH:5][N:6]=1. Given the reactants Br[C:2]1[CH:11]=[CH:10][CH:9]=[C:8]2[C:3]=1[CH:4]=[CH:5][N:6]=[CH:7]2.[CH3:12][N:13](C)C=O, predict the reaction product. (4) The product is: [C:1](=[O:4])([S:3][C:25]1[CH:26]=[CH:27][C:21]2[O:20][C:19]([C:16]3[CH:17]=[CH:18][C:13]([Cl:12])=[CH:14][CH:15]=3)=[N:23][C:22]=2[CH:24]=1)[CH3:2]. Given the reactants [C:1]([O-:4])(=[S:3])[CH3:2].[K+].F[B-](F)(F)F.[H+].[Cl:12][C:13]1[CH:18]=[CH:17][C:16]([C:19]2[O:20][C:21]3[CH:27]=[CH:26][C:25]([N+]#N)=[CH:24][C:22]=3[N:23]=2)=[CH:15][CH:14]=1, predict the reaction product. (5) Given the reactants [NH2:1][C:2]1([C:15](=[O:17])[NH2:16])[CH2:7][CH2:6][N:5]([C:8]([O:10][C:11]([CH3:14])([CH3:13])[CH3:12])=[O:9])[CH2:4][CH2:3]1.[F:18][C:19]([F:24])([F:23])[CH2:20][CH:21]=O.C(O[BH-](OC(=O)C)OC(=O)C)(=O)C.[Na+].C(O)(=O)C, predict the reaction product. The product is: [C:15]([C:2]1([NH:1][CH2:21][CH2:20][C:19]([F:24])([F:23])[F:18])[CH2:7][CH2:6][N:5]([C:8]([O:10][C:11]([CH3:12])([CH3:13])[CH3:14])=[O:9])[CH2:4][CH2:3]1)(=[O:17])[NH2:16]. (6) Given the reactants Cl[CH2:2][C:3]([C:5]1[CH:10]=[CH:9][C:8]([F:11])=[CH:7][CH:6]=1)=[O:4].C1(C2(C3C=CC=CC=3)OB(C)N3CCC[C@@H]23)C=CC=CC=1.[OH-].[Na+], predict the reaction product. The product is: [F:11][C:8]1[CH:9]=[CH:10][C:5]([CH:3]2[CH2:2][O:4]2)=[CH:6][CH:7]=1.